Dataset: Forward reaction prediction with 1.9M reactions from USPTO patents (1976-2016). Task: Predict the product of the given reaction. Given the reactants [CH2:1]([O:3][CH:4]([O:7][CH2:8][CH3:9])[C:5]#[N:6])[CH3:2].[CH3:10][O-:11].[Na+], predict the reaction product. The product is: [CH3:10][O:11][C:5](=[NH:6])[CH:4]([O:7][CH2:8][CH3:9])[O:3][CH2:1][CH3:2].